From a dataset of NCI-60 drug combinations with 297,098 pairs across 59 cell lines. Regression. Given two drug SMILES strings and cell line genomic features, predict the synergy score measuring deviation from expected non-interaction effect. Drug 1: COC1=CC(=CC(=C1O)OC)C2C3C(COC3=O)C(C4=CC5=C(C=C24)OCO5)OC6C(C(C7C(O6)COC(O7)C8=CC=CS8)O)O. Drug 2: CN(CC1=CN=C2C(=N1)C(=NC(=N2)N)N)C3=CC=C(C=C3)C(=O)NC(CCC(=O)O)C(=O)O. Cell line: SR. Synergy scores: CSS=84.7, Synergy_ZIP=1.34, Synergy_Bliss=-0.269, Synergy_Loewe=-0.209, Synergy_HSA=3.18.